From a dataset of CYP2C9 substrate classification data from Carbon-Mangels et al.. Regression/Classification. Given a drug SMILES string, predict its absorption, distribution, metabolism, or excretion properties. Task type varies by dataset: regression for continuous measurements (e.g., permeability, clearance, half-life) or binary classification for categorical outcomes (e.g., BBB penetration, CYP inhibition). Dataset: cyp2c9_substrate_carbonmangels. (1) The drug is CNC(=O)c1cccc(NCC(=O)NCCc2ccc(OC)c(OC)c2)c1. The result is 0 (non-substrate). (2) The molecule is OCCN1CCN(CCCN2c3ccccc3C=Cc3ccccc32)CC1. The result is 0 (non-substrate). (3) The drug is Nc1ccc(S(=O)(=O)Nc2ccccn2)cc1. The result is 0 (non-substrate).